This data is from Reaction yield outcomes from USPTO patents with 853,638 reactions. The task is: Predict the reaction yield, written as a fraction of the theoretical maximum amount of product (1.0 means a 100% yield; for example, 0.34 means a 34% yield). The reactants are [NH2:1][C:2]1[CH:7]=[CH:6][C:5]([CH:8]([C:13]([O:15][CH3:16])=[O:14])[C:9]([O:11][CH3:12])=[O:10])=[C:4]([F:17])[CH:3]=1.N1C=CC=CC=1.Cl[C:25]([O:27][C:28]1[CH:33]=[CH:32][CH:31]=[CH:30][CH:29]=1)=[O:26]. The catalyst is CC(C)=O. The product is [F:17][C:4]1[CH:3]=[C:2]([NH:1][C:25]([O:27][C:28]2[CH:33]=[CH:32][CH:31]=[CH:30][CH:29]=2)=[O:26])[CH:7]=[CH:6][C:5]=1[CH:8]([C:9]([O:11][CH3:12])=[O:10])[C:13]([O:15][CH3:16])=[O:14]. The yield is 0.780.